Dataset: Reaction yield outcomes from USPTO patents with 853,638 reactions. Task: Predict the reaction yield, written as a fraction of the theoretical maximum amount of product (1.0 means a 100% yield; for example, 0.34 means a 34% yield). (1) The reactants are [NH2:1][C@H:2]([C:34]1[CH:39]=[CH:38][CH:37]=[CH:36][CH:35]=1)[CH2:3][N:4]1[C:9](=[O:10])[C:8]([C:11]2[CH:16]=[CH:15][CH:14]=[C:13]([O:17][CH3:18])[C:12]=2[F:19])=[C:7]([CH3:20])[N:6]([CH2:21][C:22]2[C:27]([C:28]([F:31])([F:30])[F:29])=[CH:26][CH:25]=[CH:24][C:23]=2[F:32])[C:5]1=[O:33].C(N(C(C)C)CC)(C)C.Br[CH2:50][CH2:51][CH2:52][C:53]#[N:54]. The catalyst is C(#N)C. The product is [C:53]([CH2:52][CH2:51][CH2:50][NH:1][C@H:2]([C:34]1[CH:39]=[CH:38][CH:37]=[CH:36][CH:35]=1)[CH2:3][N:4]1[C:9](=[O:10])[C:8]([C:11]2[CH:16]=[CH:15][CH:14]=[C:13]([O:17][CH3:18])[C:12]=2[F:19])=[C:7]([CH3:20])[N:6]([CH2:21][C:22]2[C:27]([C:28]([F:29])([F:31])[F:30])=[CH:26][CH:25]=[CH:24][C:23]=2[F:32])[C:5]1=[O:33])#[N:54]. The yield is 0.940. (2) The reactants are [CH3:1][C:2]1[CH:3]=[C:4]([C:8](=O)[CH2:9][CH2:10][CH3:11])[CH:5]=[N:6][CH:7]=1.C([O-])=O.[NH4+:16].Cl. The catalyst is CO.C[C]1[C](C)[C](C)[C](C)[C]1C.C[C]1[C](C)[C](C)[C](C)[C]1C.Cl[Rh]Cl.Cl[Rh]Cl. The product is [CH3:1][C:2]1[CH:3]=[C:4]([CH2:8][CH2:9][CH2:10][CH2:11][NH2:16])[CH:5]=[N:6][CH:7]=1. The yield is 0.770.